From a dataset of Catalyst prediction with 721,799 reactions and 888 catalyst types from USPTO. Predict which catalyst facilitates the given reaction. (1) Reactant: [Cl:1][C:2]1[N:7]2[N:8]=[C:9]([C:13]3[O:14][CH:15]=[CH:16][C:17]=3[CH3:18])[C:10]([CH:11]=[O:12])=[C:6]2[CH:5]=[CH:4][CH:3]=1.[C:19]([Mg]Br)#[CH:20].O. Product: [Cl:1][C:2]1[N:7]2[N:8]=[C:9]([C:13]3[O:14][CH:15]=[CH:16][C:17]=3[CH3:18])[C:10]([CH:11]([OH:12])[C:19]#[CH:20])=[C:6]2[CH:5]=[CH:4][CH:3]=1. The catalyst class is: 7. (2) Reactant: [NH2:1][C:2](=[O:36])[CH:3]([C:5]1[CH:10]=[CH:9][CH:8]=[CH:7][C:6]=1[C:11]#[C:12][C:13]1[C:18]([C:19]([F:22])([F:21])[F:20])=[CH:17][N:16]=[C:15]([NH:23][C:24]2[CH:25]=[N:26][N:27](C(OC(C)(C)C)=O)[CH:28]=2)[N:14]=1)[CH3:4].C(O)(C(F)(F)F)=O. Product: [NH:26]1[CH:25]=[C:24]([NH:23][C:15]2[N:14]=[C:13]([C:12]#[C:11][C:6]3[CH:7]=[CH:8][CH:9]=[CH:10][C:5]=3[CH:3]([CH3:4])[C:2]([NH2:1])=[O:36])[C:18]([C:19]([F:21])([F:20])[F:22])=[CH:17][N:16]=2)[CH:28]=[N:27]1. The catalyst class is: 2. (3) Reactant: C([O:3][C:4]([C:6]1([C:9]2[CH:14]=[CH:13][C:12]([C:15]3[CH:20]=[CH:19][C:18]([C:21]4[S:22][C:23]([Cl:38])=[CH:24][C:25]=4[NH:26][C:27]([O:29][C@@H:30]([C:32]4[CH:37]=[CH:36][CH:35]=[CH:34][CH:33]=4)[CH3:31])=[O:28])=[CH:17][C:16]=3[N+:39]([O-:41])=[O:40])=[CH:11][CH:10]=2)[CH2:8][CH2:7]1)=[O:5])C.[OH-].[Na+].Cl. Product: [Cl:38][C:23]1[S:22][C:21]([C:18]2[CH:19]=[CH:20][C:15]([C:12]3[CH:11]=[CH:10][C:9]([C:6]4([C:4]([OH:5])=[O:3])[CH2:7][CH2:8]4)=[CH:14][CH:13]=3)=[C:16]([N+:39]([O-:41])=[O:40])[CH:17]=2)=[C:25]([NH:26][C:27]([O:29][C@@H:30]([C:32]2[CH:33]=[CH:34][CH:35]=[CH:36][CH:37]=2)[CH3:31])=[O:28])[CH:24]=1. The catalyst class is: 32.